Dataset: Full USPTO retrosynthesis dataset with 1.9M reactions from patents (1976-2016). Task: Predict the reactants needed to synthesize the given product. (1) Given the product [O:13]1[C:17]2[CH:18]=[CH:19][CH:20]=[CH:21][C:16]=2[CH:15]=[C:14]1[CH:22]([C:2]1[CH:7]=[CH:6][CH:5]=[CH:4][N:3]=1)[NH:23][S:24]([C:27]1[CH:37]=[CH:36][C:30]2[O:31][CH2:32][CH2:33][CH2:34][O:35][C:29]=2[CH:28]=1)(=[O:25])=[O:26], predict the reactants needed to synthesize it. The reactants are: Br[C:2]1[CH:7]=[CH:6][CH:5]=[CH:4][N:3]=1.C([Li])CCC.[O:13]1[C:17]2[CH:18]=[CH:19][CH:20]=[CH:21][C:16]=2[CH:15]=[C:14]1[CH:22]=[N:23][S:24]([C:27]1[CH:37]=[CH:36][C:30]2[O:31][CH2:32][CH2:33][CH2:34][O:35][C:29]=2[CH:28]=1)(=[O:26])=[O:25]. (2) Given the product [CH:1]1([N:5]2[CH2:11][CH2:10][C:9]3[CH:12]=[C:13]([CH:16]([S:17]([C:20]4[CH:21]=[CH:22][CH:23]=[CH:24][CH:25]=4)(=[O:19])=[O:18])[C:40](=[O:52])[CH2:41][CH:42]4[CH2:43][CH2:44][N:45]([C:48](=[O:51])[CH2:49][CH3:50])[CH2:46][CH2:47]4)[CH:14]=[CH:15][C:8]=3[CH2:7][CH2:6]2)[CH2:2][CH2:3][CH2:4]1, predict the reactants needed to synthesize it. The reactants are: [CH:1]1([N:5]2[CH2:11][CH2:10][C:9]3[CH:12]=[C:13]([CH2:16][S:17]([C:20]4[CH:25]=[CH:24][CH:23]=[CH:22][CH:21]=4)(=[O:19])=[O:18])[CH:14]=[CH:15][C:8]=3[CH2:7][CH2:6]2)[CH2:4][CH2:3][CH2:2]1.C([Li])CCC.N1([C:40](=[O:52])[CH2:41][CH:42]2[CH2:47][CH2:46][N:45]([C:48](=[O:51])[CH2:49][CH3:50])[CH2:44][CH2:43]2)C2C=CC=CC=2N=N1. (3) The reactants are: [Cl:1][C:2]1[CH:3]=[C:4]2[C:9](=[CH:10][CH:11]=1)[CH:8]=[C:7]([S:12]([N:15]1[CH2:20][CH2:19][N:18]([CH2:21][C:22]3([NH:35][C:36]([O:38][CH2:39][CH3:40])=[O:37])[CH2:27][CH2:26][N:25]([C:28]4[CH:33]=[CH:32][N:31]=[C:30]([CH3:34])[CH:29]=4)[CH2:24][CH2:23]3)[C:17](=[O:41])[CH2:16]1)(=[O:14])=[O:13])[CH:6]=[CH:5]2.Cl. Given the product [ClH:1].[Cl:1][C:2]1[CH:3]=[C:4]2[C:9](=[CH:10][CH:11]=1)[CH:8]=[C:7]([S:12]([N:15]1[CH2:20][CH2:19][N:18]([CH2:21][C:22]3([NH:35][C:36]([O:38][CH2:39][CH3:40])=[O:37])[CH2:27][CH2:26][N:25]([C:28]4[CH:33]=[CH:32][N:31]=[C:30]([CH3:34])[CH:29]=4)[CH2:24][CH2:23]3)[C:17](=[O:41])[CH2:16]1)(=[O:14])=[O:13])[CH:6]=[CH:5]2, predict the reactants needed to synthesize it.